From a dataset of Full USPTO retrosynthesis dataset with 1.9M reactions from patents (1976-2016). Predict the reactants needed to synthesize the given product. (1) Given the product [Cl:1][C:2]1[CH:7]=[CH:6][C:5]([C:8]([F:9])([F:10])[F:11])=[CH:4][C:3]=1[N:12]1[CH2:17][CH2:16][N:15]([CH2:19][CH2:20][CH3:21])[CH2:14][CH2:13]1, predict the reactants needed to synthesize it. The reactants are: [Cl:1][C:2]1[CH:7]=[CH:6][C:5]([C:8]([F:11])([F:10])[F:9])=[CH:4][C:3]=1[N:12]1[CH2:17][CH2:16][NH:15][CH2:14][CH2:13]1.I[CH2:19][CH2:20][CH3:21]. (2) Given the product [CH:9]([C:8]1[C:7]([C:25]2[CH:24]=[CH:23][CH:22]=[C:21]([C:18]([OH:20])=[O:19])[CH:26]=2)=[C:6]([O:16][CH3:17])[C:5]([OH:4])=[C:12]([O:13][CH3:14])[CH:11]=1)=[O:10], predict the reactants needed to synthesize it. The reactants are: C([O:4][C:5]1[C:12]([O:13][CH3:14])=[CH:11][C:8]([CH:9]=[O:10])=[C:7](Br)[C:6]=1[O:16][CH3:17])(=O)C.[C:18]([C:21]1[CH:22]=[C:23](B(O)O)[CH:24]=[CH:25][CH:26]=1)([OH:20])=[O:19]. (3) Given the product [CH2:1]([NH:3][C:4](=[O:28])[C:5]1[CH:10]=[C:9]([C:11]2[CH:19]=[C:18]3[C:14]([C:15]([CH:20]4[CH2:21][CH2:22][NH:23][CH2:24][CH2:25]4)=[N:16][NH:17]3)=[CH:13][CH:12]=2)[C:8]([CH3:26])=[C:7]([F:27])[CH:6]=1)[CH3:2], predict the reactants needed to synthesize it. The reactants are: [CH2:1]([NH:3][C:4](=[O:28])[C:5]1[CH:10]=[C:9]([C:11]2[CH:19]=[C:18]3[C:14]([C:15]([C:20]4[CH2:21][CH2:22][NH:23][CH2:24][CH:25]=4)=[N:16][NH:17]3)=[CH:13][CH:12]=2)[C:8]([CH3:26])=[C:7]([F:27])[CH:6]=1)[CH3:2].C([O-])=O.[NH4+]. (4) Given the product [Cl:32][C:8]1[CH:9]=[C:10]([S:13]([C:16]2[CH:17]=[CH:18][C:19]([CH2:22][C@H:23]([NH:25][C:26](=[O:31])[C:27]([F:28])([F:29])[F:30])[CH3:24])=[CH:20][CH:21]=2)(=[O:15])=[O:14])[CH:11]=[CH:12][C:7]=1[C:42]1[CH:43]=[CH:44][CH:45]=[C:40]([C:38]([O:37][CH2:35][CH3:36])=[O:39])[CH:41]=1, predict the reactants needed to synthesize it. The reactants are: FC(F)(F)S(O[C:7]1[CH:12]=[CH:11][C:10]([S:13]([C:16]2[CH:21]=[CH:20][C:19]([CH2:22][C@H:23]([NH:25][C:26](=[O:31])[C:27]([F:30])([F:29])[F:28])[CH3:24])=[CH:18][CH:17]=2)(=[O:15])=[O:14])=[CH:9][C:8]=1[Cl:32])(=O)=O.[CH2:35]([O:37][C:38]([C:40]1[CH:41]=[C:42](B(O)O)[CH:43]=[CH:44][CH:45]=1)=[O:39])[CH3:36].C(=O)([O-])[O-].[Na+].[Na+].O. (5) Given the product [CH3:8][C:6]1[CH:7]=[C:2]([CH2:12][OH:13])[CH:3]=[C:4]([CH3:9])[N:5]=1, predict the reactants needed to synthesize it. The reactants are: Br[C:2]1[CH:7]=[C:6]([CH3:8])[N:5]=[C:4]([CH3:9])[CH:3]=1.C1C[O:13][CH2:12]C1.C([Li])CCC.CCCCCC.CN(C=O)C. (6) Given the product [CH2:19]([O:18][C:11]1[C:12]2[C:17](=[CH:16][CH:15]=[CH:14][CH:13]=2)[C:8]([CH2:7][CH2:6][Cl:45])=[C:9]([NH:26][C:27]([C:29]2[NH:30][C:31]3[C:36]([CH:37]=2)=[CH:35][C:34]([O:38][CH3:39])=[C:33]([O:40][CH3:41])[C:32]=3[O:42][CH3:43])=[O:28])[CH:10]=1)[C:20]1[CH:21]=[CH:22][CH:23]=[CH:24][CH:25]=1, predict the reactants needed to synthesize it. The reactants are: CS(O[CH2:6][CH2:7][C:8]1[C:17]2[C:12](=[CH:13][CH:14]=[CH:15][CH:16]=2)[C:11]([O:18][CH2:19][C:20]2[CH:25]=[CH:24][CH:23]=[CH:22][CH:21]=2)=[CH:10][C:9]=1[NH:26][C:27]([C:29]1[NH:30][C:31]2[C:36]([CH:37]=1)=[CH:35][C:34]([O:38][CH3:39])=[C:33]([O:40][CH3:41])[C:32]=2[O:42][CH3:43])=[O:28])(=O)=O.[Li+].[Cl-:45].CCOC(C)=O. (7) Given the product [NH2:9][C:4]1[CH:5]=[C:6]([Cl:8])[CH:7]=[C:2]([Cl:1])[C:3]=1[OH:12], predict the reactants needed to synthesize it. The reactants are: [Cl:1][C:2]1[CH:7]=[C:6]([Cl:8])[CH:5]=[C:4]([N+:9]([O-])=O)[C:3]=1[OH:12].S(S([O-])=O)([O-])=O.[Na+].[Na+].